From a dataset of Forward reaction prediction with 1.9M reactions from USPTO patents (1976-2016). Predict the product of the given reaction. Given the reactants [C:1]([O:5][C:6]([C:8]1[CH:13]=[CH:12][C:11]([C:14]2[C:15]([C:29]([O:31][CH2:32][CH3:33])=[O:30])=[N:16][N:17]([C:23]3[CH:28]=[CH:27][CH:26]=[CH:25][CH:24]=3)[C:18]=2[CH2:19][CH2:20][CH2:21][CH3:22])=[C:10]([C:34]([N:36]2[CH2:45][CH2:44][C:43]3[C:38](=[CH:39][CH:40]=[CH:41][CH:42]=3)[CH2:37]2)=[O:35])[CH:9]=1)=[O:7])([CH3:4])([CH3:3])[CH3:2].C1(N/N=C/C(OCC)=O)C=CC=CC=1.[Si:60]([O:67][CH2:68][C@@H]1CC2C(=CC=CC=2)CN1C(C1C=C(C=CC=1C=C([N+]([O-])=O)CCCC)C(OC(C)(C)C)=O)=O)([C:63]([CH3:66])([CH3:65])[CH3:64])([CH3:62])[CH3:61], predict the reaction product. The product is: [C:1]([O:5][C:6]([C:8]1[CH:13]=[CH:12][C:11]([C:14]2[C:15]([C:29]([O:31][CH2:32][CH3:33])=[O:30])=[N:16][N:17]([C:23]3[CH:28]=[CH:27][CH:26]=[CH:25][CH:24]=3)[C:18]=2[CH2:19][CH2:20][CH2:21][CH3:22])=[C:10]([C:34]([N:36]2[C@H:45]([CH2:68][O:67][Si:60]([C:63]([CH3:66])([CH3:65])[CH3:64])([CH3:62])[CH3:61])[CH2:44][C:43]3[C:38](=[CH:39][CH:40]=[CH:41][CH:42]=3)[CH2:37]2)=[O:35])[CH:9]=1)=[O:7])([CH3:3])([CH3:4])[CH3:2].